This data is from Peptide-MHC class II binding affinity with 134,281 pairs from IEDB. The task is: Regression. Given a peptide amino acid sequence and an MHC pseudo amino acid sequence, predict their binding affinity value. This is MHC class II binding data. The peptide sequence is AFKLAATAANAAPAN. The MHC is DRB1_0901 with pseudo-sequence DRB1_0901. The binding affinity (normalized) is 0.772.